Task: Predict the reaction yield, written as a fraction of the theoretical maximum amount of product (1.0 means a 100% yield; for example, 0.34 means a 34% yield).. Dataset: Reaction yield outcomes from USPTO patents with 853,638 reactions (1) The reactants are [Cl:1][C:2]1[CH:3]=[C:4]([C:21]2[CH:26]=[CH:25][C:24]([OH:27])=[CH:23][CH:22]=2)[CH:5]=[CH:6][C:7]=1[CH2:8][CH:9]1[CH2:13][CH2:12][N:11]([CH:14]2[CH2:19][CH2:18][CH2:17][CH2:16][CH2:15]2)[C:10]1=[O:20].C([O-])([O-])=O.[K+].[K+].C([O-])([O-])=O.[Cs+].[Cs+].Cl.Cl[CH2:42][CH2:43][N:44]1[CH2:49][CH2:48][CH2:47][CH2:46][CH2:45]1.Cl.CCOCC. The catalyst is CC(C)=O. The product is [ClH:1].[Cl:1][C:2]1[CH:3]=[C:4]([C:21]2[CH:22]=[CH:23][C:24]([O:27][CH2:42][CH2:43][N:44]3[CH2:49][CH2:48][CH2:47][CH2:46][CH2:45]3)=[CH:25][CH:26]=2)[CH:5]=[CH:6][C:7]=1[CH2:8][CH:9]1[CH2:13][CH2:12][N:11]([CH:14]2[CH2:15][CH2:16][CH2:17][CH2:18][CH2:19]2)[C:10]1=[O:20]. The yield is 0.970. (2) The reactants are CC(C)[C@H:3]([N:8]1[CH2:16][C:15]2[C:10](=[CH:11][C:12]([C:17]3[CH:22]=[CH:21][C:20]([N+:23]([O-:25])=[O:24])=[CH:19][CH:18]=3)=[CH:13][CH:14]=2)[C:9]1=[O:26])[C:4]([O:6][CH3:7])=[O:5].Br[CH2:29][C:30]1C=CC(C2C=CC([N+]([O-])=O)=CC=2)=C[C:31]=1C(OC)=O.Cl.NC1(C(OC)=O)CCC1. No catalyst specified. The product is [N+:23]([C:20]1[CH:19]=[CH:18][C:17]([C:12]2[CH:11]=[C:10]3[C:15]([CH2:16][N:8]([C:3]4([C:4]([O:6][CH3:7])=[O:5])[CH2:31][CH2:30][CH2:29]4)[C:9]3=[O:26])=[CH:14][CH:13]=2)=[CH:22][CH:21]=1)([O-:25])=[O:24]. The yield is 0.710. (3) The reactants are [CH3:1][O:2][C:3]([C:5]1[C:9]([C:10]([O:12][CH3:13])=[O:11])=[C:8]([C:14]([O:16][CH3:17])=[O:15])[NH:7][N:6]=1)=[O:4].N1C=CC=N1.[H-].[Na+].[C:25](Cl)([C:38]1[CH:43]=[CH:42][CH:41]=[CH:40][CH:39]=1)([C:32]1[CH:37]=[CH:36][CH:35]=[CH:34][CH:33]=1)[C:26]1[CH:31]=[CH:30][CH:29]=[CH:28][CH:27]=1. The catalyst is CN(C)C=O. The product is [C:25]([N:7]1[C:8]([C:14]([O:16][CH3:17])=[O:15])=[C:9]([C:10]([O:12][CH3:13])=[O:11])[C:5]([C:3]([O:2][CH3:1])=[O:4])=[N:6]1)([C:26]1[CH:31]=[CH:30][CH:29]=[CH:28][CH:27]=1)([C:38]1[CH:39]=[CH:40][CH:41]=[CH:42][CH:43]=1)[C:32]1[CH:33]=[CH:34][CH:35]=[CH:36][CH:37]=1. The yield is 0.900. (4) The reactants are C(O[CH:4](OCC)[CH2:5][CH2:6][CH2:7][NH2:8])C.[CH:12]([C:14]([CH3:16])=O)=[CH2:13].Cl.Cl.[Br:19][C:20]1[CH:21]=[C:22]([N:26]([CH3:28])N)[CH:23]=[CH:24][CH:25]=1. The catalyst is CCOCC.CCO. The product is [Br:19][C:20]1[CH:25]=[CH:24][C:23]2[C:13]3[CH:4]4[N:8]([CH2:7][CH2:6][CH2:5]4)[CH2:16][CH2:14][C:12]=3[N:26]([CH3:28])[C:22]=2[CH:21]=1. The yield is 0.390. (5) The reactants are [CH3:1][N:2]1[CH:6]=[C:5]([C:7]2[S:8][CH:9]=[C:10]([C:12]([OH:14])=O)[N:11]=2)[CH:4]=[N:3]1.[NH2:15][C@H:16]([CH3:32])[CH2:17][N:18]1[CH:22]=[CH:21][C:20]([C:23]2[CH:30]=[CH:29][C:26]([C:27]#[N:28])=[C:25]([Cl:31])[CH:24]=2)=[N:19]1. No catalyst specified. The product is [Cl:31][C:25]1[CH:24]=[C:23]([C:20]2[CH:21]=[CH:22][N:18]([CH2:17][C@H:16]([NH:15][C:12]([C:10]3[N:11]=[C:7]([C:5]4[CH:4]=[N:3][N:2]([CH3:1])[CH:6]=4)[S:8][CH:9]=3)=[O:14])[CH3:32])[N:19]=2)[CH:30]=[CH:29][C:26]=1[C:27]#[N:28]. The yield is 0.760. (6) The reactants are [CH:1]1[C:13]2[CH:12]([CH2:14][O:15][C:16]([NH:18][C@@H:19]([CH2:27][C:28]3[CH:29]=[N:30][C:31](Br)=[CH:32][CH:33]=3)[C:20]([O:22][C:23]([CH3:26])([CH3:25])[CH3:24])=[O:21])=[O:17])[C:11]3[C:6](=[CH:7][CH:8]=[CH:9][CH:10]=3)[C:5]=2[CH:4]=[CH:3][CH:2]=1.[CH2:35]([C:37]1[CH:42]=[CH:41][CH:40]=[CH:39][C:38]=1B(O)O)[CH3:36].[C:46](=O)([O-])[O-:47].[Na+].[Na+]. The catalyst is C(O)(C)C.C1(C)C=CC=CC=1.[Pd](Cl)Cl.C1(P(C2CCCCC2)C2CCCCC2)CCCCC1.C1(P(C2CCCCC2)C2CCCCC2)CCCCC1. The product is [CH:1]1[C:13]2[CH:12]([CH2:14][O:15][C:16]([NH:18][C@@H:19]([CH2:27][C:28]3[CH:29]=[N:30][C:31]([C:38]4[CH:39]=[CH:40][C:41]([O:47][CH3:46])=[CH:42][C:37]=4[CH2:35][CH3:36])=[CH:32][CH:33]=3)[C:20]([O:22][C:23]([CH3:26])([CH3:25])[CH3:24])=[O:21])=[O:17])[C:11]3[C:6](=[CH:7][CH:8]=[CH:9][CH:10]=3)[C:5]=2[CH:4]=[CH:3][CH:2]=1. The yield is 0.590. (7) The reactants are [NH2:1][C:2]1[CH:7]=[CH:6][C:5]([C:8]2[S:12][C:11]([C:13]([NH:16][S:17]([C:20]([F:23])([F:22])[F:21])(=[O:19])=[O:18])([CH3:15])[CH3:14])=[N:10][CH:9]=2)=[CH:4][CH:3]=1.[F:24][C:25]1[CH:30]=[C:29]([F:31])[CH:28]=[C:27]([F:32])[C:26]=1[N:33]=[C:34]=[O:35]. No catalyst specified. The product is [F:23][C:20]([F:21])([F:22])[S:17]([NH:16][C:13]([C:11]1[S:12][C:8]([C:5]2[CH:4]=[CH:3][C:2]([NH:1][C:34]([NH:33][C:26]3[C:27]([F:32])=[CH:28][C:29]([F:31])=[CH:30][C:25]=3[F:24])=[O:35])=[CH:7][CH:6]=2)=[CH:9][N:10]=1)([CH3:14])[CH3:15])(=[O:19])=[O:18]. The yield is 0.720. (8) The reactants are [NH2:1][C:2]1[CH:7]=[CH:6][C:5]([N:8]2[C:14](=[O:15])[CH2:13][C:12](=[O:16])[NH:11][C:10]3[C:17]4[C:22]([CH:23]=[CH:24][C:9]2=3)=[CH:21][CH:20]=[CH:19][CH:18]=4)=[CH:4][CH:3]=1.[O:25]([CH2:32][C:33](Cl)=[O:34])[C:26]1[CH:31]=[CH:30][CH:29]=[CH:28][CH:27]=1.C(NC1C=CC(N2C(=O)CC(=O)NC3C4C(C=CC2=3)=CC=CC=4)=CC=1)(=O)C1C=CC=CC=1. No catalyst specified. The product is [O:25]([CH2:32][C:33]([NH:1][C:2]1[CH:7]=[CH:6][C:5]([N:8]2[C:14](=[O:15])[CH2:13][C:12](=[O:16])[NH:11][C:10]3[C:17]4[C:22]([CH:23]=[CH:24][C:9]2=3)=[CH:21][CH:20]=[CH:19][CH:18]=4)=[CH:4][CH:3]=1)=[O:34])[C:26]1[CH:31]=[CH:30][CH:29]=[CH:28][CH:27]=1. The yield is 0.180.